This data is from Reaction yield outcomes from USPTO patents with 853,638 reactions. The task is: Predict the reaction yield, written as a fraction of the theoretical maximum amount of product (1.0 means a 100% yield; for example, 0.34 means a 34% yield). The reactants are [CH3:1][N:2]1[CH2:6][CH2:5][CH2:4][CH:3]1[CH2:7][CH2:8][NH2:9].[CH3:10][C:11](=[CH:14][C:15]1[CH:20]=[CH:19][CH:18]=[CH:17][CH:16]=1)[CH:12]=O.S([O-])([O-])(=O)=O.[Mg+2].ClCCl.CO.[OH-].[NH4+]. The catalyst is ClCCl. The product is [CH3:10][C:11](=[CH:14][C:15]1[CH:20]=[CH:19][CH:18]=[CH:17][CH:16]=1)[CH2:12][NH:9][CH2:8][CH2:7][CH:3]1[CH2:4][CH2:5][CH2:6][N:2]1[CH3:1]. The yield is 0.770.